From a dataset of Full USPTO retrosynthesis dataset with 1.9M reactions from patents (1976-2016). Predict the reactants needed to synthesize the given product. (1) The reactants are: [Br:1][C:2]1[CH:3]=[C:4]2[C:9](=[CH:10][C:11]=1[CH2:12][N:13]1[CH2:18][CH2:17][NH:16][CH2:15][CH2:14]1)[N:8]=[CH:7][N:6]([CH2:19][C:20]1[CH:25]=[C:24]([Cl:26])[CH:23]=[CH:22][C:21]=1[S:27]([CH2:30][CH3:31])(=[O:29])=[O:28])[C:5]2=[O:32].[CH3:33][N:34]1[CH2:39][CH2:38][C:37](=O)[CH2:36][CH2:35]1. Given the product [Br:1][C:2]1[CH:3]=[C:4]2[C:9](=[CH:10][C:11]=1[CH2:12][N:13]1[CH2:14][CH2:15][N:16]([CH:37]3[CH2:38][CH2:39][N:34]([CH3:33])[CH2:35][CH2:36]3)[CH2:17][CH2:18]1)[N:8]=[CH:7][N:6]([CH2:19][C:20]1[CH:25]=[C:24]([Cl:26])[CH:23]=[CH:22][C:21]=1[S:27]([CH2:30][CH3:31])(=[O:28])=[O:29])[C:5]2=[O:32], predict the reactants needed to synthesize it. (2) Given the product [Cl:1][C:2]1[CH:3]=[CH:4][C:5]([C:28]#[N:29])=[C:6]([C:8]2[C:17]3[C:16](=[O:18])[CH2:15][CH2:14][CH2:13][C:12]=3[N:11]([CH2:19][C:20]([OH:22])=[O:21])[C:10](=[O:27])[CH:9]=2)[CH:7]=1, predict the reactants needed to synthesize it. The reactants are: [Cl:1][C:2]1[CH:3]=[CH:4][C:5]([C:28]#[N:29])=[C:6]([C:8]2[C:17]3[C:16](=[O:18])[CH2:15][CH2:14][CH2:13][C:12]=3[N:11]([CH2:19][C:20]([O:22]C(C)(C)C)=[O:21])[C:10](=[O:27])[CH:9]=2)[CH:7]=1.C(O)(C(F)(F)F)=O.